This data is from Full USPTO retrosynthesis dataset with 1.9M reactions from patents (1976-2016). The task is: Predict the reactants needed to synthesize the given product. (1) Given the product [CH3:18][O:17][CH2:16][CH2:15][O:14][C:12]1[C:11]([C:19]([F:20])([F:21])[F:22])=[CH:10][C:9]2[NH:23][C:24](=[O:42])[CH2:25][C:26]([C:28]3[CH:29]=[C:30]([C:34]4[CH:39]=[CH:38][N:37]=[C:36]([C:40]#[N:41])[CH:35]=4)[CH:31]=[CH:32][CH:33]=3)=[N:7][C:8]=2[CH:13]=1, predict the reactants needed to synthesize it. The reactants are: C(OC(=O)[NH:7][C:8]1[CH:13]=[C:12]([O:14][CH2:15][CH2:16][O:17][CH3:18])[C:11]([C:19]([F:22])([F:21])[F:20])=[CH:10][C:9]=1[NH:23][C:24](=[O:42])[CH2:25][C:26]([C:28]1[CH:33]=[CH:32][CH:31]=[C:30]([C:34]2[CH:39]=[CH:38][N:37]=[C:36]([C:40]#[N:41])[CH:35]=2)[CH:29]=1)=O)(C)(C)C.C(O)(C(F)(F)F)=O. (2) Given the product [F:1][C:2]1[CH:7]=[CH:6][CH:5]=[CH:4][C:3]=1[C:8]1[CH:13]=[CH:12][C:11]([NH:14][C:30]([C:26]2[N:27]([CH3:29])[N:28]=[C:24]([C:20]([CH3:22])([CH3:21])[CH3:23])[C:25]=2[Cl:33])=[O:31])=[C:10]([N+:15]([O-:17])=[O:16])[CH:9]=1, predict the reactants needed to synthesize it. The reactants are: [F:1][C:2]1[CH:7]=[CH:6][CH:5]=[CH:4][C:3]=1[C:8]1[CH:13]=[CH:12][C:11]([NH2:14])=[C:10]([N+:15]([O-:17])=[O:16])[CH:9]=1.[H-].[Na+].[C:20]([C:24]1[C:25]([Cl:33])=[C:26]([C:30](O)=[O:31])[N:27]([CH3:29])[N:28]=1)([CH3:23])([CH3:22])[CH3:21].C(Cl)(=O)C(Cl)=O. (3) The reactants are: [Cl:1][CH2:2][C:3]([NH:5][C:6]1[CH:11]=[C:10]([C:12]2[S:13][CH:14]=[CH:15][N:16]=2)[N:9]=[C:8]([C:17]2O[C:19](C)=[CH:20][CH:21]=2)[N:7]=1)=[O:4].[S:23]1C=CC=C1C(N)=N. Given the product [Cl:1][CH2:2][C:3]([NH:5][C:6]1[CH:11]=[C:10]([C:12]2[S:13][CH:14]=[CH:15][N:16]=2)[N:9]=[C:8]([C:17]2[S:23][CH:19]=[CH:20][CH:21]=2)[N:7]=1)=[O:4], predict the reactants needed to synthesize it. (4) Given the product [NH:15]1[CH:16]=[C:12]([CH2:11][CH2:10][CH2:9][N:8]([CH3:24])[CH3:7])[C:13]2[CH2:21][CH2:20][CH2:19][CH2:18][CH2:17][C:14]1=2, predict the reactants needed to synthesize it. The reactants are: [H-].[Al+3].[Li+].[H-].[H-].[H-].[CH3:7][N:8]([CH3:24])[C:9](=O)[CH2:10][CH2:11][C:12]1[C:13]2[C:21](=O)[CH2:20][CH2:19][CH2:18][CH2:17][C:14]=2[NH:15][CH:16]=1.[OH-].[Na+].S([O-])([O-])(=O)=O.[Na+].[Na+]. (5) Given the product [CH2:1]([O:3][C:4](=[O:7])[CH2:5][NH:6][S:19]([C:16]1[CH:15]=[CH:14][C:13]([O:12][CH2:8][C:9]#[C:10][CH3:11])=[CH:18][CH:17]=1)(=[O:21])=[O:20])[CH3:2], predict the reactants needed to synthesize it. The reactants are: [CH2:1]([O:3][C:4](=[O:7])[CH2:5][NH2:6])[CH3:2].[CH2:8]([O:12][C:13]1[CH:18]=[CH:17][C:16]([S:19](Cl)(=[O:21])=[O:20])=[CH:15][CH:14]=1)[C:9]#[C:10][CH3:11].